Dataset: Forward reaction prediction with 1.9M reactions from USPTO patents (1976-2016). Task: Predict the product of the given reaction. (1) Given the reactants [Li+].[OH-].[OH:3][C@@H:4]([C:30]1[S:31][CH:32]=[C:33]([C:35]([O:37]C)=[O:36])[N:34]=1)[CH2:5][C@@H:6]([N:10]([CH2:27][CH2:28][CH3:29])[C:11](=[O:26])[C@@H:12]([NH:16][C:17]([C@H:19]1[CH2:24][CH2:23][CH2:22][CH2:21][N:20]1[CH3:25])=[O:18])[CH:13]([CH3:15])[CH3:14])[CH:7]([CH3:9])[CH3:8], predict the reaction product. The product is: [OH:3][C@@H:4]([C:30]1[S:31][CH:32]=[C:33]([C:35]([OH:37])=[O:36])[N:34]=1)[CH2:5][C@@H:6]([N:10]([CH2:27][CH2:28][CH3:29])[C:11](=[O:26])[C@@H:12]([NH:16][C:17]([C@H:19]1[CH2:24][CH2:23][CH2:22][CH2:21][N:20]1[CH3:25])=[O:18])[CH:13]([CH3:14])[CH3:15])[CH:7]([CH3:9])[CH3:8]. (2) Given the reactants [NH2:1][C:2]1[CH:7]=[CH:6][C:5]([S:8]([NH:11][C:12]2[CH:17]=[CH:16][CH:15]=[C:14]([NH:18][C:19]3[N:24]=[C:23]([C:25]4[C:33]5[C:28](=[CH:29][CH:30]=[CH:31][CH:32]=5)[N:27](S(C5C=CC=CC=5)(=O)=O)[CH:26]=4)[C:22]([C:43]#[N:44])=[CH:21][N:20]=3)[CH:13]=2)(=[O:10])=[O:9])=[CH:4][CH:3]=1.C[CH2:46][N:47](C(C)C)[CH:48](C)C.Br[CH2:55]/[CH:56]=[CH:57]/[C:58](Cl)=[O:59].CNC, predict the reaction product. The product is: [C:43]([C:22]1[C:23]([C:25]2[C:33]3[C:28](=[CH:29][CH:30]=[CH:31][CH:32]=3)[NH:27][CH:26]=2)=[N:24][C:19]([NH:18][C:14]2[CH:13]=[C:12]([NH:11][S:8]([C:5]3[CH:6]=[CH:7][C:2]([NH:1][C:58](=[O:59])/[CH:57]=[CH:56]/[CH2:55][N:47]([CH3:48])[CH3:46])=[CH:3][CH:4]=3)(=[O:9])=[O:10])[CH:17]=[CH:16][CH:15]=2)=[N:20][CH:21]=1)#[N:44].